Dataset: Forward reaction prediction with 1.9M reactions from USPTO patents (1976-2016). Task: Predict the product of the given reaction. (1) The product is: [CH2:1]([C:9]1[C:17]2[C:12](=[C:13]([N:18]3[CH2:23][CH2:22][NH:21][CH2:20][CH2:19]3)[CH:14]=[CH:15][CH:16]=2)[NH:11][CH:10]=1)[C:2]1[CH:3]=[CH:4][CH:5]=[CH:6][CH:7]=1. Given the reactants [C:1]([C:9]1[C:17]2[C:12](=[C:13]([N:18]3[CH2:23][CH2:22][N:21](C(=O)C(F)(F)F)[CH2:20][CH2:19]3)[CH:14]=[CH:15][CH:16]=2)[NH:11][CH:10]=1)(=O)[C:2]1[CH:7]=[CH:6][CH:5]=[CH:4][CH:3]=1.[BH4-].[Na+].CCOC(C)=O.O, predict the reaction product. (2) Given the reactants ClC1C=C([B:10]([OH:12])[OH:11])C=C(F)C=1O.Br[C:14]1[CH:15]=[C:16]([F:23])[C:17]([O:21][CH3:22])=[C:18]([F:20])[CH:19]=1, predict the reaction product. The product is: [F:20][C:18]1[CH:19]=[C:14]([B:10]([OH:12])[OH:11])[CH:15]=[C:16]([F:23])[C:17]=1[O:21][CH3:22].